This data is from hERG potassium channel inhibition data for cardiac toxicity prediction from Karim et al.. The task is: Regression/Classification. Given a drug SMILES string, predict its toxicity properties. Task type varies by dataset: regression for continuous values (e.g., LD50, hERG inhibition percentage) or binary classification for toxic/non-toxic outcomes (e.g., AMES mutagenicity, cardiotoxicity, hepatotoxicity). Dataset: herg_karim. (1) The molecule is COc1ccc2ncc(F)c(CCC34CCC(NCc5nc6c(cc5Cl)OCC(=O)N6)(CC3)CO4)c2n1. The result is 1 (blocker). (2) The result is 1 (blocker). The compound is CC(C)(C)CCN1CCC(CNC(=O)c2cc(C(F)(F)F)cc(C(F)(F)F)c2)CC1. (3) The molecule is NC(=O)c1ncc(N[C@@H]2CCCC[C@@H]2N)nc1Nc1cccc(-n2nccn2)c1. The result is 0 (non-blocker). (4) The drug is CN(C)CCN1CCN(c2ccc(C(F)(F)F)cc2NC(=O)c2ccc(-c3ccncc3)o2)CC1. The result is 1 (blocker). (5) The compound is C[N+]1CCCCC1CCN1c2ccccc2Sc2ccc([S+](C)[O-])cc21. The result is 1 (blocker). (6) The molecule is CNCc1cc(C(F)(F)F)ccc1Oc1ccc(Cl)c(Cl)c1. The result is 1 (blocker). (7) The drug is O=C(O)[C@@H](c1ccccc1)N1CCC(CN2CCC(Oc3ccc(Cl)c(Cl)c3)CC2)CC1. The result is 0 (non-blocker).